The task is: Predict the reactants needed to synthesize the given product.. This data is from Full USPTO retrosynthesis dataset with 1.9M reactions from patents (1976-2016). (1) Given the product [OH:16][C:17]1[CH:41]=[CH:40][C:39]([O:42][CH2:43][CH2:44][N:45]2[CH2:46][CH2:47][S:48][CH2:49][CH2:50]2)=[CH:38][C:18]=1[C:19]([NH:21][C:22]1[CH:31]=[C:30]([C:32]2[CH:33]=[CH:34][CH:35]=[CH:36][CH:37]=2)[CH:29]=[CH:28][C:23]=1[C:24]([O:26][CH3:27])=[O:25])=[O:20], predict the reactants needed to synthesize it. The reactants are: C1(SC)C=CC=CC=1.C([O:16][C:17]1[CH:41]=[CH:40][C:39]([O:42][CH2:43][CH2:44][N:45]2[CH2:50][CH2:49][S:48][CH2:47][CH2:46]2)=[CH:38][C:18]=1[C:19]([NH:21][C:22]1[CH:31]=[C:30]([C:32]2[CH:37]=[CH:36][CH:35]=[CH:34][CH:33]=2)[CH:29]=[CH:28][C:23]=1[C:24]([O:26][CH3:27])=[O:25])=[O:20])C1C=CC=CC=1. (2) Given the product [Cl:33][C:30]1[CH:31]=[CH:32][C:27]([CH:8]([C:5]2[CH:4]=[CH:3][C:2]([Cl:1])=[CH:7][CH:6]=2)[N:9]2[CH2:12][C:11](=[CH:13][S:14]([CH2:17][C:18]3[CH:19]=[C:20]([CH:24]=[CH:25][CH:26]=3)[C:21]([NH:34][CH2:35][CH2:36][N:37]3[CH2:41][CH2:40][CH2:39][CH2:38]3)=[O:22])(=[O:16])=[O:15])[CH2:10]2)=[CH:28][CH:29]=1, predict the reactants needed to synthesize it. The reactants are: [Cl:1][C:2]1[CH:7]=[CH:6][C:5]([CH:8]([C:27]2[CH:32]=[CH:31][C:30]([Cl:33])=[CH:29][CH:28]=2)[N:9]2[CH2:12][C:11](=[CH:13][S:14]([CH2:17][C:18]3[CH:19]=[C:20]([CH:24]=[CH:25][CH:26]=3)[C:21](O)=[O:22])(=[O:16])=[O:15])[CH2:10]2)=[CH:4][CH:3]=1.[NH2:34][CH2:35][CH2:36][N:37]1[CH2:41][CH2:40][CH2:39][CH2:38]1. (3) Given the product [CH3:24][C@@H:10]1[CH2:9][NH:8][CH2:13][CH2:12][N:11]1[C:14]1[CH:19]=[CH:18][C:17]([C:20]([F:23])([F:21])[F:22])=[CH:16][N:15]=1, predict the reactants needed to synthesize it. The reactants are: C([N:8]1[CH2:13][CH2:12][N:11]([C:14]2[CH:19]=[CH:18][C:17]([C:20]([F:23])([F:22])[F:21])=[CH:16][N:15]=2)[C@H:10]([CH3:24])[CH2:9]1)C1C=CC=CC=1. (4) Given the product [O:1]1[CH:5]=[CH:4][N:3]=[C:2]1[C:6]1[CH:11]=[CH:10][C:9]([N:12]2[CH2:17][CH2:16][CH2:15][CH:14]([NH:18][C@@H:19]3[CH2:24][CH2:23][CH2:22][CH2:21][C@H:20]3[NH2:25])[CH2:13]2)=[CH:8][CH:7]=1, predict the reactants needed to synthesize it. The reactants are: [O:1]1[CH:5]=[CH:4][N:3]=[C:2]1[C:6]1[CH:11]=[CH:10][C:9]([N:12]2[CH2:17][CH2:16][CH2:15][CH:14]([NH:18][C@@H:19]3[CH2:24][CH2:23][CH2:22][CH2:21][C@H:20]3[NH:25]C(=O)OC(C)(C)C)[CH2:13]2)=[CH:8][CH:7]=1.O1C=CN=C1C1C=CC(N2CCCC2CN[C@@H]2CCCC[C@H]2NC(=O)OC(C)(C)C)=CC=1.FC(F)(F)C(O)=O. (5) Given the product [N+:36]([C:33]1[CH:34]=[CH:35][C:30]([C:2]2[C:3]([C:16]3[CH:21]=[CH:20][CH:19]=[CH:18][CH:17]=3)=[N:4][C:5]3[C:10]([N:11]=2)=[CH:9][C:8]([C:12]([OH:14])=[O:13])=[CH:7][CH:6]=3)=[CH:31][CH:32]=1)([O-:38])=[O:37], predict the reactants needed to synthesize it. The reactants are: Br[C:2]1[C:3]([C:16]2[CH:21]=[CH:20][CH:19]=[CH:18][CH:17]=2)=[N:4][C:5]2[C:10]([N:11]=1)=[CH:9][C:8]([C:12]([O:14]C)=[O:13])=[CH:7][CH:6]=2.CC1(C)C(C)(C)OB([C:30]2[CH:35]=[CH:34][C:33]([N+:36]([O-:38])=[O:37])=[CH:32][CH:31]=2)O1. (6) Given the product [C:1]([C:5]1[O:9][N:8]=[C:7]([NH:10][C:11]([NH:13][C:14]2[CH:19]=[CH:18][CH:17]=[C:16]([O:20][C:21]3[C:30]4[C:25](=[CH:26][C:27]([O:36][CH3:37])=[C:28]([O:31][CH2:32][CH2:33][CH2:34][N:38]5[CH2:43][CH2:42][O:41][CH2:40][CH2:39]5)[CH:29]=4)[N:24]=[CH:23][N:22]=3)[CH:15]=2)=[O:12])[CH:6]=1)([CH3:4])([CH3:3])[CH3:2], predict the reactants needed to synthesize it. The reactants are: [C:1]([C:5]1[O:9][N:8]=[C:7]([NH:10][C:11]([NH:13][C:14]2[CH:19]=[CH:18][CH:17]=[C:16]([O:20][C:21]3[C:30]4[C:25](=[CH:26][C:27]([O:36][CH3:37])=[C:28]([O:31][CH2:32][CH2:33][CH2:34]Cl)[CH:29]=4)[N:24]=[CH:23][N:22]=3)[CH:15]=2)=[O:12])[CH:6]=1)([CH3:4])([CH3:3])[CH3:2].[NH:38]1[CH2:43][CH2:42][O:41][CH2:40][CH2:39]1.C(N(C(C)C)CC)(C)C. (7) Given the product [F:1][CH2:2][CH2:3][CH2:4][O:5][C:6]1[CH:14]=[C:13]2[C:9]([CH2:10][C:11]3([C:12]42[NH:37][C:36](=[S:38])[C:35]([CH3:39])=[N:15]4)[CH2:16][CH2:17][CH:18]([O:21][CH3:22])[CH2:19][CH2:20]3)=[CH:8][CH:7]=1, predict the reactants needed to synthesize it. The reactants are: [F:1][CH2:2][CH2:3][CH2:4][O:5][C:6]1[CH:14]=[C:13]2[C:9]([CH2:10][C:11]3([CH2:20][CH2:19][CH:18]([O:21][CH3:22])[CH2:17][CH2:16]3)[C:12]2=[NH:15])=[CH:8][CH:7]=1.C(OC)(OC)OC.CC(O)C.O=[C:35]([CH3:39])[C:36](=[S:38])[NH2:37]. (8) The reactants are: C1N=CN(C(N2C=NC=C2)=O)C=1.[C:13]1([S:19]([CH2:22][CH2:23][S:24][C:25]2[N:33]=[CH:32][CH:31]=[CH:30][C:26]=2[C:27]([OH:29])=O)(=[O:21])=[O:20])[CH:18]=[CH:17][CH:16]=[CH:15][CH:14]=1.[CH2:34]([NH2:38])[CH:35]([CH3:37])[CH3:36]. Given the product [CH2:34]([NH:38][C:27](=[O:29])[C:26]1[CH:30]=[CH:31][CH:32]=[N:33][C:25]=1[S:24][CH2:23][CH2:22][S:19]([C:13]1[CH:14]=[CH:15][CH:16]=[CH:17][CH:18]=1)(=[O:20])=[O:21])[CH:35]([CH3:37])[CH3:36], predict the reactants needed to synthesize it. (9) Given the product [I:1][C:2]1[C:3]([CH3:16])=[CH:4][C:5]([C:9]2[CH:14]=[CH:13][N:12]([CH3:19])[C:11](=[O:15])[N:10]=2)=[CH:6][C:7]=1[CH3:8], predict the reactants needed to synthesize it. The reactants are: [I:1][C:2]1[C:7]([CH3:8])=[CH:6][C:5]([C:9]2[CH:14]=[CH:13][NH:12][C:11](=[O:15])[N:10]=2)=[CH:4][C:3]=1[CH3:16].CI.[C:19]([O-])([O-])=O.[K+].[K+]. (10) Given the product [C:1]([O:5][C:6]([N:8]1[CH2:16][C:15]2[C:10](=[CH:11][C:12]([CH:20]3[CH2:21][CH2:22][O:23][CH2:24][CH2:25]3)=[C:13]([CH:17]3[CH2:19][CH2:18]3)[CH:14]=2)[CH2:9]1)=[O:7])([CH3:4])([CH3:2])[CH3:3], predict the reactants needed to synthesize it. The reactants are: [C:1]([O:5][C:6]([N:8]1[CH2:16][C:15]2[C:10](=[CH:11][C:12]([C:20]3[CH2:21][CH2:22][O:23][CH2:24][CH:25]=3)=[C:13]([CH:17]3[CH2:19][CH2:18]3)[CH:14]=2)[CH2:9]1)=[O:7])([CH3:4])([CH3:3])[CH3:2].C([O-])=O.[NH4+].